This data is from Forward reaction prediction with 1.9M reactions from USPTO patents (1976-2016). The task is: Predict the product of the given reaction. (1) Given the reactants [F:1][C:2]1[CH:37]=[CH:36][CH:35]=[C:34]([C:38]([F:41])([F:40])[F:39])[C:3]=1[CH2:4][N:5]1[C:10]2=[N:11][N:12]([C:15]3[CH:20]=[CH:19][C:18]([N+:21]([O-:23])=[O:22])=[CH:17][CH:16]=3)[C:13]([CH3:14])=[C:9]2[C:8](=[O:24])[N:7]([C:25]2[N:26]=[N:27][C:28]([O:31][CH3:32])=[CH:29][CH:30]=2)[C:6]1=[O:33].[Br:42]N1C(=O)CCC1=O, predict the reaction product. The product is: [Br:42][CH2:14][C:13]1[N:12]([C:15]2[CH:16]=[CH:17][C:18]([N+:21]([O-:23])=[O:22])=[CH:19][CH:20]=2)[N:11]=[C:10]2[C:9]=1[C:8](=[O:24])[N:7]([C:25]1[N:26]=[N:27][C:28]([O:31][CH3:32])=[CH:29][CH:30]=1)[C:6](=[O:33])[N:5]2[CH2:4][C:3]1[C:34]([C:38]([F:39])([F:41])[F:40])=[CH:35][CH:36]=[CH:37][C:2]=1[F:1]. (2) Given the reactants C([N:8]1[C:12]2=[N:13][C:14]([CH2:28][CH3:29])=[C:15]([C:17]3[C:18]([NH:26][CH3:27])=[N:19][C:20]([CH:23]([CH3:25])[CH3:24])=[CH:21][CH:22]=3)[N:16]=[C:11]2[C:10]([CH3:30])=[N:9]1)C1C=CC=CC=1.[Cl-].[Al+3].[Cl-].[Cl-], predict the reaction product. The product is: [CH2:28]([C:14]1[N:13]=[C:12]2[NH:8][N:9]=[C:10]([CH3:30])[C:11]2=[N:16][C:15]=1[C:17]1[C:18]([NH:26][CH3:27])=[N:19][C:20]([CH:23]([CH3:24])[CH3:25])=[CH:21][CH:22]=1)[CH3:29]. (3) Given the reactants [F:1][C:2]1[CH:7]=[C:6]([I:8])[CH:5]=[CH:4][C:3]=1[NH:9][C:10]1[N:15]([CH3:16])[C:14](=[O:17])[C:13]2[CH:18]=[CH:19][O:20][C:12]=2[C:11]=1[C:21]([NH:23][O:24][CH2:25][CH2:26][O:27]C=C)=[O:22].Cl, predict the reaction product. The product is: [F:1][C:2]1[CH:7]=[C:6]([I:8])[CH:5]=[CH:4][C:3]=1[NH:9][C:10]1[N:15]([CH3:16])[C:14](=[O:17])[C:13]2[CH:18]=[CH:19][O:20][C:12]=2[C:11]=1[C:21]([NH:23][O:24][CH2:25][CH2:26][OH:27])=[O:22].